From a dataset of NCI-60 drug combinations with 297,098 pairs across 59 cell lines. Regression. Given two drug SMILES strings and cell line genomic features, predict the synergy score measuring deviation from expected non-interaction effect. (1) Cell line: U251. Drug 1: COC1=NC(=NC2=C1N=CN2C3C(C(C(O3)CO)O)O)N. Drug 2: C(CC(=O)O)C(=O)CN.Cl. Synergy scores: CSS=0.239, Synergy_ZIP=-1.51, Synergy_Bliss=-1.76, Synergy_Loewe=-6.72, Synergy_HSA=-4.23. (2) Drug 1: CN(CCCl)CCCl.Cl. Drug 2: C1CNP(=O)(OC1)N(CCCl)CCCl. Cell line: HCT116. Synergy scores: CSS=26.7, Synergy_ZIP=2.35, Synergy_Bliss=2.73, Synergy_Loewe=-31.0, Synergy_HSA=1.88. (3) Drug 1: C1=NC2=C(N1)C(=S)N=C(N2)N. Drug 2: CCC(=C(C1=CC=CC=C1)C2=CC=C(C=C2)OCCN(C)C)C3=CC=CC=C3.C(C(=O)O)C(CC(=O)O)(C(=O)O)O. Cell line: MDA-MB-435. Synergy scores: CSS=16.5, Synergy_ZIP=0.0132, Synergy_Bliss=3.63, Synergy_Loewe=-8.31, Synergy_HSA=1.23. (4) Drug 1: C1CC(C1)(C(=O)O)C(=O)O.[NH2-].[NH2-].[Pt+2]. Drug 2: CCC1(C2=C(COC1=O)C(=O)N3CC4=CC5=C(C=CC(=C5CN(C)C)O)N=C4C3=C2)O.Cl. Cell line: OVCAR3. Synergy scores: CSS=32.5, Synergy_ZIP=5.79, Synergy_Bliss=5.67, Synergy_Loewe=2.07, Synergy_HSA=6.69. (5) Drug 1: CN1CCC(CC1)COC2=C(C=C3C(=C2)N=CN=C3NC4=C(C=C(C=C4)Br)F)OC. Drug 2: C1CC(=O)NC(=O)C1N2CC3=C(C2=O)C=CC=C3N. Cell line: SK-MEL-5. Synergy scores: CSS=-1.04, Synergy_ZIP=3.42, Synergy_Bliss=5.04, Synergy_Loewe=0.291, Synergy_HSA=-0.117. (6) Drug 1: C1CCC(CC1)NC(=O)N(CCCl)N=O. Drug 2: CCC1(CC2CC(C3=C(CCN(C2)C1)C4=CC=CC=C4N3)(C5=C(C=C6C(=C5)C78CCN9C7C(C=CC9)(C(C(C8N6C=O)(C(=O)OC)O)OC(=O)C)CC)OC)C(=O)OC)O.OS(=O)(=O)O. Cell line: OVCAR-8. Synergy scores: CSS=22.4, Synergy_ZIP=1.74, Synergy_Bliss=8.02, Synergy_Loewe=-0.150, Synergy_HSA=5.50. (7) Drug 1: C1CCC(C1)C(CC#N)N2C=C(C=N2)C3=C4C=CNC4=NC=N3. Drug 2: C1=NC2=C(N=C(N=C2N1C3C(C(C(O3)CO)O)O)F)N. Cell line: NCI-H322M. Synergy scores: CSS=-2.51, Synergy_ZIP=2.10, Synergy_Bliss=-0.362, Synergy_Loewe=-2.66, Synergy_HSA=-3.03. (8) Drug 1: C1=CC(=C2C(=C1NCCNCCO)C(=O)C3=C(C=CC(=C3C2=O)O)O)NCCNCCO. Drug 2: CC=C1C(=O)NC(C(=O)OC2CC(=O)NC(C(=O)NC(CSSCCC=C2)C(=O)N1)C(C)C)C(C)C. Cell line: NCI-H460. Synergy scores: CSS=65.6, Synergy_ZIP=1.94, Synergy_Bliss=0.143, Synergy_Loewe=1.76, Synergy_HSA=4.60. (9) Drug 1: C1=CC(=C2C(=C1NCCNCCO)C(=O)C3=C(C=CC(=C3C2=O)O)O)NCCNCCO. Drug 2: CC1CCC2CC(C(=CC=CC=CC(CC(C(=O)C(C(C(=CC(C(=O)CC(OC(=O)C3CCCCN3C(=O)C(=O)C1(O2)O)C(C)CC4CCC(C(C4)OC)OCCO)C)C)O)OC)C)C)C)OC. Cell line: MDA-MB-231. Synergy scores: CSS=41.0, Synergy_ZIP=-1.92, Synergy_Bliss=-1.87, Synergy_Loewe=-1.11, Synergy_HSA=2.83.